Dataset: NCI-60 drug combinations with 297,098 pairs across 59 cell lines. Task: Regression. Given two drug SMILES strings and cell line genomic features, predict the synergy score measuring deviation from expected non-interaction effect. (1) Drug 1: CC12CCC3C(C1CCC2=O)CC(=C)C4=CC(=O)C=CC34C. Drug 2: CC1=C2C(C(=O)C3(C(CC4C(C3C(C(C2(C)C)(CC1OC(=O)C(C(C5=CC=CC=C5)NC(=O)OC(C)(C)C)O)O)OC(=O)C6=CC=CC=C6)(CO4)OC(=O)C)O)C)O. Cell line: UO-31. Synergy scores: CSS=19.8, Synergy_ZIP=-4.70, Synergy_Bliss=-2.28, Synergy_Loewe=-1.52, Synergy_HSA=-1.46. (2) Drug 1: CN(CC1=CN=C2C(=N1)C(=NC(=N2)N)N)C3=CC=C(C=C3)C(=O)NC(CCC(=O)O)C(=O)O. Drug 2: B(C(CC(C)C)NC(=O)C(CC1=CC=CC=C1)NC(=O)C2=NC=CN=C2)(O)O. Cell line: UO-31. Synergy scores: CSS=59.6, Synergy_ZIP=-1.30, Synergy_Bliss=-2.94, Synergy_Loewe=-8.72, Synergy_HSA=-1.63. (3) Drug 1: CCCCCOC(=O)NC1=NC(=O)N(C=C1F)C2C(C(C(O2)C)O)O. Drug 2: CNC(=O)C1=NC=CC(=C1)OC2=CC=C(C=C2)NC(=O)NC3=CC(=C(C=C3)Cl)C(F)(F)F. Cell line: OVCAR-8. Synergy scores: CSS=-1.53, Synergy_ZIP=-0.191, Synergy_Bliss=-2.20, Synergy_Loewe=-3.55, Synergy_HSA=-2.54. (4) Drug 1: CC1=C(C=C(C=C1)NC2=NC=CC(=N2)N(C)C3=CC4=NN(C(=C4C=C3)C)C)S(=O)(=O)N.Cl. Drug 2: CNC(=O)C1=CC=CC=C1SC2=CC3=C(C=C2)C(=NN3)C=CC4=CC=CC=N4. Cell line: K-562. Synergy scores: CSS=50.0, Synergy_ZIP=3.12, Synergy_Bliss=4.34, Synergy_Loewe=-4.15, Synergy_HSA=6.00. (5) Drug 1: COC1=C(C=C2C(=C1)N=CN=C2NC3=CC(=C(C=C3)F)Cl)OCCCN4CCOCC4. Drug 2: C(CCl)NC(=O)N(CCCl)N=O. Cell line: HCC-2998. Synergy scores: CSS=8.15, Synergy_ZIP=-2.57, Synergy_Bliss=0.124, Synergy_Loewe=-6.52, Synergy_HSA=-1.63. (6) Drug 1: CCN(CC)CCNC(=O)C1=C(NC(=C1C)C=C2C3=C(C=CC(=C3)F)NC2=O)C. Drug 2: CCN(CC)CCCC(C)NC1=C2C=C(C=CC2=NC3=C1C=CC(=C3)Cl)OC. Cell line: OVCAR-4. Synergy scores: CSS=5.68, Synergy_ZIP=-2.06, Synergy_Bliss=-1.23, Synergy_Loewe=-8.01, Synergy_HSA=-2.03.